This data is from Full USPTO retrosynthesis dataset with 1.9M reactions from patents (1976-2016). The task is: Predict the reactants needed to synthesize the given product. (1) Given the product [Cl:1][C:2]1[CH:3]=[C:4]([CH:18]=[C:19]([Cl:22])[C:20]=1[Cl:21])[CH2:5][N:6]1[CH:10]=[C:9]([C:11]2[S:12][C:13]([C:16]3[NH:27][N:26]=[N:25][N:17]=3)=[CH:14][N:15]=2)[N:8]=[N:7]1, predict the reactants needed to synthesize it. The reactants are: [Cl:1][C:2]1[CH:3]=[C:4]([CH:18]=[C:19]([Cl:22])[C:20]=1[Cl:21])[CH2:5][N:6]1[CH:10]=[C:9]([C:11]2[S:12][C:13]([C:16]#[N:17])=[CH:14][N:15]=2)[N:8]=[N:7]1.[Cl-].[NH4+].[N-:25]=[N+:26]=[N-:27].[Na+].Cl. (2) Given the product [CH3:20][C:17]1[CH:18]=[CH:19][C:14]([C:13]([N:12]=[C:10]2[N:9]([CH:31]([CH2:36][CH3:37])[C:32]([OH:34])=[O:33])[C:8]3[CH:22]=[CH:23][C:5]([C:3](=[O:4])[NH:2][CH3:1])=[CH:6][C:7]=3[S:11]2)=[O:21])=[CH:15][CH:16]=1, predict the reactants needed to synthesize it. The reactants are: [CH3:1][NH:2][C:3]([C:5]1[CH:23]=[CH:22][C:8]2[N:9]=[C:10]([NH:12][C:13](=[O:21])[C:14]3[CH:19]=[CH:18][C:17]([CH3:20])=[CH:16][CH:15]=3)[S:11][C:7]=2[CH:6]=1)=[O:4].C(=O)([O-])[O-].[K+].[K+].Br[CH:31]([CH2:36][CH3:37])[C:32]([O:34]C)=[O:33]. (3) Given the product [CH2:1]([O:4][N:5]1[C:30](=[O:31])[N:8]2[CH2:7][C@H:6]1[CH:11]=[CH:10][C@H:9]2[CH2:12][O:13][Si:14]([C:17]([CH3:20])([CH3:19])[CH3:18])([CH3:15])[CH3:16])[CH:2]=[CH2:3], predict the reactants needed to synthesize it. The reactants are: [CH2:1]([O:4][NH:5][C@@H:6]1[CH:11]=[CH:10][C@@H:9]([CH2:12][O:13][Si:14]([C:17]([CH3:20])([CH3:19])[CH3:18])([CH3:16])[CH3:15])[NH:8][CH2:7]1)[CH:2]=[CH2:3].C(N(C(C)C)C(C)C)C.[C:30](=O)(OC(Cl)(Cl)Cl)[O:31]C(Cl)(Cl)Cl. (4) Given the product [CH3:13][C:12]([CH3:15])([CH3:14])[CH2:11][NH:10][C:3]1[C:2]([C:16]#[CH:17])=[CH:7][N:6]=[C:5]([C:8]#[N:9])[N:4]=1, predict the reactants needed to synthesize it. The reactants are: Br[C:2]1[C:3]([NH:10][CH2:11][C:12]([CH3:15])([CH3:14])[CH3:13])=[N:4][C:5]([C:8]#[N:9])=[N:6][CH:7]=1.[C:16]([Si](C)(C)C)#[CH:17].C(N(CC)CC)C.[F-].[Cs+]. (5) The reactants are: [O:1]=[C:2]1[CH2:6][CH:5]([CH3:7])[C:4]([CH3:9])([CH3:8])[CH:3]1[CH2:10][C:11]([OH:13])=[O:12].C(=O)(O)[O-].[Na+:18]. Given the product [O:1]=[C:2]1[CH2:6][CH:5]([CH3:7])[C:4]([CH3:8])([CH3:9])[CH:3]1[CH2:10][C:11]([O-:13])=[O:12].[Na+:18], predict the reactants needed to synthesize it. (6) Given the product [C:5]([O-:7])(=[O:6])[C:4]([CH3:3])=[O:8].[CH:2](=[O:1])[CH2:9][OH:10].[O:21]=[C:12]([O-:11])[C:13]([CH2:15][C@@H:17]([C@@H:19]([C:5]([O-:7])=[O:6])[OH:20])[OH:18])=[O:14], predict the reactants needed to synthesize it. The reactants are: [OH:1][CH:2]([CH2:9][OH:10])[CH2:3][C:4](=[O:8])[C:5]([O-:7])=[O:6].[O:11]=[CH:12][C@H:13]([C@@H:15]([C@@H:17]([CH2:19][OH:20])[OH:18])O)[OH:14].[O:21]=C[C@@H]([C@H]([C@@H](CO)O)O)O.